Dataset: Full USPTO retrosynthesis dataset with 1.9M reactions from patents (1976-2016). Task: Predict the reactants needed to synthesize the given product. (1) Given the product [S:30]1[C:25]2[CH:26]=[CH:27][CH:28]=[CH:29][C:24]=2[N:23]=[C:19]1[C:17]1[CH:16]=[CH:15][C:7]2[N:8]([CH:9]3[CH2:14][CH2:13][O:12][CH2:11][CH2:10]3)[C:4]([CH2:3][O:2][CH3:1])=[N:5][C:6]=2[CH:18]=1, predict the reactants needed to synthesize it. The reactants are: [CH3:1][O:2][CH2:3][C:4]1[N:8]([CH:9]2[CH2:14][CH2:13][O:12][CH2:11][CH2:10]2)[C:7]2[CH:15]=[CH:16][C:17]([C:19](F)(F)F)=[CH:18][C:6]=2[N:5]=1.[NH2:23][C:24]1[CH:29]=[CH:28][CH:27]=[CH:26][C:25]=1[SH:30].N. (2) Given the product [Cl:1][C:2]1[CH:3]=[CH:4][C:5]([N:8]([C@H:12]2[C:21]3[C:16](=[CH:17][CH:18]=[CH:19][CH:20]=3)[N:15]([C:22](=[O:30])[C:23]3[CH:24]=[CH:25][C:26]([O:29][CH2:39][CH2:40][CH2:41][N:42]4[CH:46]=[CH:45][CH:44]=[CH:43]4)=[CH:27][CH:28]=3)[C@@H:14]([CH3:31])[CH2:13]2)[C:9](=[O:11])[CH3:10])=[CH:6][CH:7]=1, predict the reactants needed to synthesize it. The reactants are: [Cl:1][C:2]1[CH:7]=[CH:6][C:5]([N:8]([C@H:12]2[C:21]3[C:16](=[CH:17][CH:18]=[CH:19][CH:20]=3)[N:15]([C:22](=[O:30])[C:23]3[CH:28]=[CH:27][C:26]([OH:29])=[CH:25][CH:24]=3)[C@@H:14]([CH3:31])[CH2:13]2)[C:9](=[O:11])[CH3:10])=[CH:4][CH:3]=1.C([O-])([O-])=O.[K+].[K+].Br[CH2:39][CH2:40][CH2:41][N:42]1[CH:46]=[CH:45][CH:44]=[CH:43]1. (3) Given the product [Cl:49][C:20]1[S:19][C:18]([C:16]([NH:15][CH2:14][C@H:13]2[C@H:9]3[N:10]([C:5]4[CH:4]=[CH:3][C:2]([B:25]5[O:29][C:28]([CH3:31])([CH3:30])[C:27]([CH3:33])([CH3:32])[O:26]5)=[CH:24][C:6]=4[O:7][CH2:8]3)[C:11](=[O:23])[O:12]2)=[O:17])=[CH:22][CH:21]=1, predict the reactants needed to synthesize it. The reactants are: Br[C:2]1[CH:3]=[CH:4][C:5]2[N:10]3[C:11](=[O:23])[O:12][C@@H:13]([CH2:14][NH:15][C:16]([C:18]4[S:19][CH:20]=[CH:21][CH:22]=4)=[O:17])[C@@H:9]3[CH2:8][O:7][C:6]=2[CH:24]=1.[B:25]1([B:25]2[O:29][C:28]([CH3:31])([CH3:30])[C:27]([CH3:33])([CH3:32])[O:26]2)[O:29][C:28]([CH3:31])([CH3:30])[C:27]([CH3:33])([CH3:32])[O:26]1.C([O-])(=O)C.[K+].C(Cl)[Cl:49].